From a dataset of Reaction yield outcomes from USPTO patents with 853,638 reactions. Predict the reaction yield, written as a fraction of the theoretical maximum amount of product (1.0 means a 100% yield; for example, 0.34 means a 34% yield). The reactants are Br[C:2]1[CH:3]=[C:4]([NH:10][C:11]2[CH:16]=[CH:15][N:14]3[CH:17]=[CH:18][N:19]=[C:13]3[N:12]=2)[C:5](=[O:9])[N:6]([CH3:8])[CH:7]=1.[C:20]([O:23][CH2:24][C:25]1[C:26]([N:34]2[CH2:45][CH2:44][N:43]3[C:36](=[CH:37][C:38]4[CH2:39][C:40]([CH3:47])([CH3:46])[CH2:41][C:42]=43)[C:35]2=[O:48])=[N:27][CH:28]=[CH:29][C:30]=1B(O)O)(=[O:22])[CH3:21].[O-]P([O-])([O-])=O.[K+].[K+].[K+].O.O.O.C([O-])(=O)C.[Na+]. The catalyst is O.C1C=CC(P(C2C=CC=CC=2)[C-]2C=CC=C2)=CC=1.C1C=CC(P(C2C=CC=CC=2)[C-]2C=CC=C2)=CC=1.Cl[Pd]Cl.[Fe+2].C(#N)C. The product is [C:20]([O:23][CH2:24][C:25]1[C:26]([N:34]2[CH2:45][CH2:44][N:43]3[C:36](=[CH:37][C:38]4[CH2:39][C:40]([CH3:47])([CH3:46])[CH2:41][C:42]=43)[C:35]2=[O:48])=[N:27][CH:28]=[CH:29][C:30]=1[C:2]1[CH:3]=[C:4]([NH:10][C:11]2[CH:16]=[CH:15][N:14]3[CH:17]=[CH:18][N:19]=[C:13]3[N:12]=2)[C:5](=[O:9])[N:6]([CH3:8])[CH:7]=1)(=[O:22])[CH3:21]. The yield is 0.400.